This data is from Forward reaction prediction with 1.9M reactions from USPTO patents (1976-2016). The task is: Predict the product of the given reaction. Given the reactants [CH:1]1([C@H:7]([OH:23])[C@H:8]([N:12]2[C:20](=[O:21])[C:19]3[C:14](=[CH:15][CH:16]=[CH:17][CH:18]=3)[C:13]2=[O:22])[CH2:9][NH:10][CH3:11])[CH2:6][CH2:5][CH2:4][CH2:3][CH2:2]1.C([O-])([O-])=O.[K+].[K+].[CH3:42][C:41]([O:40][C:38](O[C:38]([O:40][C:41]([CH3:44])([CH3:43])[CH3:42])=[O:39])=[O:39])([CH3:44])[CH3:43], predict the reaction product. The product is: [CH:1]1([C@H:7]([OH:23])[C@H:8]([N:12]2[C:20](=[O:21])[C:19]3[C:14](=[CH:15][CH:16]=[CH:17][CH:18]=3)[C:13]2=[O:22])[CH2:9][N:10]([CH3:11])[C:38](=[O:39])[O:40][C:41]([CH3:42])([CH3:43])[CH3:44])[CH2:6][CH2:5][CH2:4][CH2:3][CH2:2]1.